This data is from Reaction yield outcomes from USPTO patents with 853,638 reactions. The task is: Predict the reaction yield, written as a fraction of the theoretical maximum amount of product (1.0 means a 100% yield; for example, 0.34 means a 34% yield). (1) The reactants are C(C1C=C(C)C=C(C(C)(C)C)N=1)(C)(C)C.[O:16](S(C(F)(F)F)(=O)=O)[S:17]([C:20]([F:23])([F:22])[F:21])(=[O:19])=[O:18].O=[C:32]1[CH2:37][CH2:36][CH:35]([CH2:38][C:39]([O:41][CH2:42][CH3:43])=[O:40])[CH2:34][CH2:33]1. The catalyst is ClCCl. The product is [F:21][C:20]([F:23])([F:22])[S:17]([O:16][C:32]1[CH2:37][CH2:36][CH:35]([CH2:38][C:39]([O:41][CH2:42][CH3:43])=[O:40])[CH2:34][CH:33]=1)(=[O:19])=[O:18]. The yield is 0.760. (2) The reactants are O[CH:2]1[C:10]2[C:5](=[C:6]([C:11]3[S:15][C:14]([C:16]4[CH:17]=[CH:18][C:19]([O:24][CH:25]([CH3:27])[CH3:26])=[C:20]([CH:23]=4)[C:21]#[N:22])=[N:13][CH:12]=3)[CH:7]=[CH:8][CH:9]=2)[CH2:4][CH2:3]1.S(Cl)(Cl)=O.C([N:35]([CH:38]([CH3:40])C)[CH2:36]C)(C)C.C(CN)[OH:42]. The catalyst is C(Cl)Cl. The product is [OH:42][CH:40]1[CH2:36][N:35]([CH:2]2[C:10]3[C:5](=[C:6]([C:11]4[S:15][C:14]([C:16]5[CH:17]=[CH:18][C:19]([O:24][CH:25]([CH3:27])[CH3:26])=[C:20]([CH:23]=5)[C:21]#[N:22])=[N:13][CH:12]=4)[CH:7]=[CH:8][CH:9]=3)[CH2:4][CH2:3]2)[CH2:38]1. The yield is 0.460. (3) The reactants are [N:1]([CH:4]1[CH2:21][CH2:20][C:7]2=[C:8]([C:15]([O:17][CH2:18][CH3:19])=[O:16])[S:9][C:10]([S:11][CH:12]([CH3:14])[CH3:13])=[C:6]2[C:5]1=[O:22])=[N+]=[N-].[C:23](OC(=O)C)(=[O:25])[CH3:24]. The catalyst is [C].[Pd].C(O)(=O)C. The product is [C:23]([NH:1][CH:4]1[CH2:21][CH2:20][C:7]2=[C:8]([C:15]([O:17][CH2:18][CH3:19])=[O:16])[S:9][C:10]([S:11][CH:12]([CH3:14])[CH3:13])=[C:6]2[C:5]1=[O:22])(=[O:25])[CH3:24]. The yield is 0.778. (4) The reactants are [NH2:1][CH2:2][C:3]1[C:8]([F:9])=[CH:7][C:6]([Br:10])=[CH:5][N:4]=1.C(N(CC)CC)C.[C:18]([O:22][C:23](O[C:23]([O:22][C:18]([CH3:21])([CH3:20])[CH3:19])=[O:24])=[O:24])([CH3:21])([CH3:20])[CH3:19]. The catalyst is ClCCl. The product is [Br:10][C:6]1[CH:7]=[C:8]([F:9])[C:3]([CH2:2][NH:1][C:23](=[O:24])[O:22][C:18]([CH3:21])([CH3:20])[CH3:19])=[N:4][CH:5]=1. The yield is 0.720. (5) The reactants are [Cl:1][C:2]1[C:10]2[N:9]=[C:8]3[N:11]([C:16]4[C:17]([CH3:24])=[CH:18][C:19](C#N)=[N:20][CH:21]=4)[CH2:12][CH2:13][CH2:14][CH2:15][N:7]3[C:6]=2[C:5]([CH:25]([CH2:28][CH3:29])[CH2:26][CH3:27])=[CH:4][CH:3]=1.C[Mg]Br.C([O:35][CH2:36][CH3:37])C.C(=O)([O-])O.[Na+]. The catalyst is O1CCCC1.Cl. The product is [Cl:1][C:2]1[C:10]2[N:9]=[C:8]3[N:11]([C:16]4[C:17]([CH3:24])=[CH:18][C:19]([C:36](=[O:35])[CH3:37])=[N:20][CH:21]=4)[CH2:12][CH2:13][CH2:14][CH2:15][N:7]3[C:6]=2[C:5]([CH:25]([CH2:28][CH3:29])[CH2:26][CH3:27])=[CH:4][CH:3]=1. The yield is 0.810. (6) The reactants are [Br:1][C:2]1[CH:3]=[N:4][C:5]2[C:10]([C:11]=1[C:12]1[C:17]([O:18][CH3:19])=[CH:16][C:15]([C:20]3[CH:25]=[CH:24][CH:23]=[C:22]([F:26])[CH:21]=3)=[C:14]([Cl:27])[CH:13]=1)=[CH:9][CH:8]=[C:7]([S:28](OC1C(F)=C(F)C(F)=C(F)C=1F)(=[O:30])=[O:29])[CH:6]=2.[O:43]1[CH:47]=[CH:46][C:45]([NH2:48])=[N:44]1.C1COCC1.C[Si]([N-][Si](C)(C)C)(C)C.[Li+]. The catalyst is Cl.CCOC(C)=O. The product is [Br:1][C:2]1[CH:3]=[N:4][C:5]2[C:10]([C:11]=1[C:12]1[C:17]([O:18][CH3:19])=[CH:16][C:15]([C:20]3[CH:25]=[CH:24][CH:23]=[C:22]([F:26])[CH:21]=3)=[C:14]([Cl:27])[CH:13]=1)=[CH:9][CH:8]=[C:7]([S:28]([NH:48][C:45]1[CH:46]=[CH:47][O:43][N:44]=1)(=[O:30])=[O:29])[CH:6]=2. The yield is 1.00.